This data is from Full USPTO retrosynthesis dataset with 1.9M reactions from patents (1976-2016). The task is: Predict the reactants needed to synthesize the given product. (1) Given the product [C:1]([O:5][C:6]([NH:7][CH2:8][CH2:9][CH2:10][N:24]1[C:23]([C:26]([O:28][CH2:29][CH3:30])=[O:27])=[CH:22][C:21]([O:20][Si:13]([C:16]([CH3:17])([CH3:19])[CH3:18])([CH3:15])[CH3:14])=[N:25]1)=[O:12])([CH3:4])([CH3:3])[CH3:2], predict the reactants needed to synthesize it. The reactants are: [C:1]([O:5][C:6](=[O:12])[NH:7][CH2:8][CH2:9][CH2:10]O)([CH3:4])([CH3:3])[CH3:2].[Si:13]([O:20][C:21]1[NH:25][N:24]=[C:23]([C:26]([O:28][CH2:29][CH3:30])=[O:27])[CH:22]=1)([C:16]([CH3:19])([CH3:18])[CH3:17])([CH3:15])[CH3:14]. (2) The reactants are: [NH2:1][C:2]1[CH:7]=[C:6]([Cl:8])[C:5]([Cl:9])=[CH:4][C:3]=1[NH:10][C:11]([NH:13][C:14]1[C:18]([CH3:19])=[CH:17][S:16][CH:15]=1)=S.CI. Given the product [ClH:8].[Cl:9][C:5]1[C:6]([Cl:8])=[CH:7][C:2]2[N:1]=[C:11]([NH:13][C:14]3[C:18]([CH3:19])=[CH:17][S:16][CH:15]=3)[NH:10][C:3]=2[CH:4]=1, predict the reactants needed to synthesize it.